This data is from NCI-60 drug combinations with 297,098 pairs across 59 cell lines. The task is: Regression. Given two drug SMILES strings and cell line genomic features, predict the synergy score measuring deviation from expected non-interaction effect. (1) Drug 1: C1=CC(=CC=C1CCCC(=O)O)N(CCCl)CCCl. Drug 2: C1CN1P(=S)(N2CC2)N3CC3. Cell line: NCI-H322M. Synergy scores: CSS=-8.88, Synergy_ZIP=3.93, Synergy_Bliss=-5.55, Synergy_Loewe=-9.90, Synergy_HSA=-11.3. (2) Drug 1: C1CCC(C1)C(CC#N)N2C=C(C=N2)C3=C4C=CNC4=NC=N3. Drug 2: CCC1=C2CN3C(=CC4=C(C3=O)COC(=O)C4(CC)O)C2=NC5=C1C=C(C=C5)O. Cell line: A498. Synergy scores: CSS=26.0, Synergy_ZIP=-5.15, Synergy_Bliss=5.03, Synergy_Loewe=-13.8, Synergy_HSA=4.43. (3) Synergy scores: CSS=12.1, Synergy_ZIP=18.8, Synergy_Bliss=18.2, Synergy_Loewe=16.6, Synergy_HSA=16.6. Drug 1: CC1C(C(=O)NC(C(=O)N2CCCC2C(=O)N(CC(=O)N(C(C(=O)O1)C(C)C)C)C)C(C)C)NC(=O)C3=C4C(=C(C=C3)C)OC5=C(C(=O)C(=C(C5=N4)C(=O)NC6C(OC(=O)C(N(C(=O)CN(C(=O)C7CCCN7C(=O)C(NC6=O)C(C)C)C)C)C(C)C)C)N)C. Drug 2: CC1=C(C(CCC1)(C)C)C=CC(=CC=CC(=CC(=O)O)C)C. Cell line: NCI-H460. (4) Drug 1: C1CCC(CC1)NC(=O)N(CCCl)N=O. Drug 2: C1CN1P(=S)(N2CC2)N3CC3. Cell line: SK-MEL-5. Synergy scores: CSS=10.8, Synergy_ZIP=-6.46, Synergy_Bliss=-2.78, Synergy_Loewe=-13.7, Synergy_HSA=-4.22. (5) Drug 1: CC=C1C(=O)NC(C(=O)OC2CC(=O)NC(C(=O)NC(CSSCCC=C2)C(=O)N1)C(C)C)C(C)C. Drug 2: C(CN)CNCCSP(=O)(O)O. Cell line: KM12. Synergy scores: CSS=34.4, Synergy_ZIP=0.784, Synergy_Bliss=1.88, Synergy_Loewe=-51.4, Synergy_HSA=-0.629. (6) Drug 1: CCC1(C2=C(COC1=O)C(=O)N3CC4=CC5=C(C=CC(=C5CN(C)C)O)N=C4C3=C2)O.Cl. Drug 2: CC1C(C(CC(O1)OC2CC(CC3=C2C(=C4C(=C3O)C(=O)C5=C(C4=O)C(=CC=C5)OC)O)(C(=O)CO)O)N)O.Cl. Cell line: SK-MEL-5. Synergy scores: CSS=56.1, Synergy_ZIP=-3.56, Synergy_Bliss=-4.99, Synergy_Loewe=-3.77, Synergy_HSA=-3.13.